Dataset: Full USPTO retrosynthesis dataset with 1.9M reactions from patents (1976-2016). Task: Predict the reactants needed to synthesize the given product. (1) Given the product [CH:1]1([S:4]([NH:7][C:31]([C:24]2[CH:25]=[C:26]3[C:21](=[CH:22][CH:23]=2)[NH:20][CH:19]([C:15]2[CH:14]=[C:13]([CH:18]=[CH:17][CH:16]=2)[C:10]([NH2:11])=[O:12])[CH2:28][C:27]3([CH3:30])[CH3:29])=[O:32])(=[O:6])=[O:5])[CH2:3][CH2:2]1, predict the reactants needed to synthesize it. The reactants are: [CH:1]1([S:4]([NH2:7])(=[O:6])=[O:5])[CH2:3][CH2:2]1.[H-].[Na+].[C:10]([C:13]1[CH:14]=[C:15]([CH:19]2[CH2:28][C:27]([CH3:30])([CH3:29])[C:26]3[C:21](=[CH:22][CH:23]=[C:24]([C:31](O)=[O:32])[CH:25]=3)[NH:20]2)[CH:16]=[CH:17][CH:18]=1)(=[O:12])[NH2:11].C(N1C=CN=C1)(N1C=CN=C1)=O. (2) Given the product [Cl:1][C:2]1[C:3]([NH:18][CH:19]2[CH2:21][CH2:20]2)=[N:4][C:5]([NH:8][C:9]2[CH:14]=[CH:13][CH:12]=[C:11]([C:15]3([CH3:16])[O:24][CH2:23][CH2:22][O:17]3)[CH:10]=2)=[N:6][CH:7]=1, predict the reactants needed to synthesize it. The reactants are: [Cl:1][C:2]1[C:3]([NH:18][CH:19]2[CH2:21][CH2:20]2)=[N:4][C:5]([NH:8][C:9]2[CH:10]=[C:11]([C:15](=[O:17])[CH3:16])[CH:12]=[CH:13][CH:14]=2)=[N:6][CH:7]=1.[CH2:22](O)[CH2:23][OH:24].C1(C)C=CC(S(O)(=O)=O)=CC=1.O. (3) Given the product [C:1]([N:5]([CH2:37][C:38]([O:40][CH2:41][CH3:42])=[O:39])[NH:6][C:7]1[C:12]([F:13])=[CH:11][N:10]=[C:9]([C:14]2[C:22]3[C:17](=[N:18][CH:19]=[C:20]([C:23]([F:26])([F:24])[F:25])[CH:21]=3)[NH:16][CH:15]=2)[N:8]=1)([CH3:4])([CH3:3])[CH3:2], predict the reactants needed to synthesize it. The reactants are: [C:1]([N:5]([CH2:37][C:38]([O:40][CH2:41][CH3:42])=[O:39])[NH:6][C:7]1[C:12]([F:13])=[CH:11][N:10]=[C:9]([C:14]2[C:22]3[C:17](=[N:18][CH:19]=[C:20]([C:23]([F:26])([F:25])[F:24])[CH:21]=3)[N:16](S(C3C=CC(C)=CC=3)(=O)=O)[CH:15]=2)[N:8]=1)([CH3:4])([CH3:3])[CH3:2].[F-].C([N+](CCCC)(CCCC)CCCC)CCC.CCOC(C)=O. (4) The reactants are: [CH3:1][N:2]1[CH2:7][CH2:6][CH:5]([C:8]2[C:16]3[C:11](=[CH:12][CH:13]=[N:14][CH:15]=3)[NH:10][CH:9]=2)[CH2:4][CH2:3]1.[Cl:17][C:18]1[CH:26]=[CH:25][CH:24]=[C:23]([Cl:27])[C:19]=1[C:20](Cl)=[O:21].C[Si]([N-][Si](C)(C)C)(C)C.[Na+]. Given the product [Cl:17][C:18]1[CH:26]=[CH:25][CH:24]=[C:23]([Cl:27])[C:19]=1[C:20]([N:10]1[C:11]2[C:16](=[CH:15][N:14]=[CH:13][CH:12]=2)[C:8]([CH:5]2[CH2:4][CH2:3][N:2]([CH3:1])[CH2:7][CH2:6]2)=[CH:9]1)=[O:21], predict the reactants needed to synthesize it.